Dataset: Catalyst prediction with 721,799 reactions and 888 catalyst types from USPTO. Task: Predict which catalyst facilitates the given reaction. Reactant: [C:1]([NH:5][C:6]([C:8]1[C:16]2[C:11](=[N:12][CH:13]=[C:14]([NH:17][C:18]3[CH:23]=[CH:22][C:21]([CH3:24])=[CH:20][N:19]=3)[N:15]=2)[N:10](COCC[Si](C)(C)C)[CH:9]=1)=[O:7])([CH3:4])([CH3:3])[CH3:2].FC(F)(F)C(O)=O.CO.[OH-].[NH4+]. Product: [C:1]([NH:5][C:6]([C:8]1[C:16]2[C:11](=[N:12][CH:13]=[C:14]([NH:17][C:18]3[CH:23]=[CH:22][C:21]([CH3:24])=[CH:20][N:19]=3)[N:15]=2)[NH:10][CH:9]=1)=[O:7])([CH3:4])([CH3:3])[CH3:2]. The catalyst class is: 4.